From a dataset of Reaction yield outcomes from USPTO patents with 853,638 reactions. Predict the reaction yield, written as a fraction of the theoretical maximum amount of product (1.0 means a 100% yield; for example, 0.34 means a 34% yield). (1) The reactants are Br[C:2]1[CH:3]=[C:4]([NH:10][C:11]2[CH:15]=[C:14]([CH2:16][N:17]([CH3:22])[CH:18]3[CH2:21][O:20][CH2:19]3)[N:13]([CH3:23])[N:12]=2)[C:5](=[O:9])[N:6]([CH3:8])[CH:7]=1.[C:24]([O:27][CH2:28][C:29]1[C:30]([N:44]2[CH2:55][CH2:54][N:53]3[C:46](=[CH:47][C:48]4[CH2:49][C:50]([CH3:57])([CH3:56])[CH2:51][C:52]=43)[C:45]2=[O:58])=[N:31][CH:32]=[CH:33][C:34]=1B1OC(C)(C)C(C)(C)O1)(=[O:26])[CH3:25].[O-]P([O-])([O-])=O.[K+].[K+].[K+].C([O-])(=O)C.[Na+]. The catalyst is C1C=CC(P(C2C=CC=CC=2)[C-]2C=CC=C2)=CC=1.C1C=CC(P(C2C=CC=CC=2)[C-]2C=CC=C2)=CC=1.Cl[Pd]Cl.[Fe+2].O.C(#N)C. The product is [C:24]([O:27][CH2:28][C:29]1[C:30]([N:44]2[CH2:55][CH2:54][N:53]3[C:46](=[CH:47][C:48]4[CH2:49][C:50]([CH3:57])([CH3:56])[CH2:51][C:52]=43)[C:45]2=[O:58])=[N:31][CH:32]=[CH:33][C:34]=1[C:2]1[CH:3]=[C:4]([NH:10][C:11]2[CH:15]=[C:14]([CH2:16][N:17]([CH3:22])[CH:18]3[CH2:21][O:20][CH2:19]3)[N:13]([CH3:23])[N:12]=2)[C:5](=[O:9])[N:6]([CH3:8])[CH:7]=1)(=[O:26])[CH3:25]. The yield is 0.440. (2) The reactants are [F:1][C:2]1[CH:37]=[CH:36][C:5]([CH2:6][NH:7][C:8]([C:10]2[N:11]=[C:12]3[C:18]4([NH:21]C(=O)OCC5C=CC=CC=5)[CH2:19][CH2:20][CH:15]([CH2:16][CH2:17]4)[CH2:14][N:13]3[C:32](=[O:35])[C:33]=2[OH:34])=[O:9])=[CH:4][CH:3]=1.[H][H]. The catalyst is CO.[Pd]. The product is [NH2:21][C:18]12[CH2:17][CH2:16][CH:15]([CH2:20][CH2:19]1)[CH2:14][N:13]1[C:32](=[O:35])[C:33]([OH:34])=[C:10]([C:8]([NH:7][CH2:6][C:5]3[CH:4]=[CH:3][C:2]([F:1])=[CH:37][CH:36]=3)=[O:9])[N:11]=[C:12]21. The yield is 0.720.